Regression/Classification. Given a drug SMILES string, predict its absorption, distribution, metabolism, or excretion properties. Task type varies by dataset: regression for continuous measurements (e.g., permeability, clearance, half-life) or binary classification for categorical outcomes (e.g., BBB penetration, CYP inhibition). Dataset: bbb_martins. From a dataset of Blood-brain barrier penetration binary classification data from Martins et al.. (1) The drug is CC[C@H]1OC(=O)[C@H](C)[C@@H](O[C@H]2C[C@@](C)(OC)[C@@H](O)[C@H](C)O2)C(C)[C@@H](O[C@@H]2O[C@H](C)C[C@H](N(C)C)[C@H]2O)[C@](C)(O)C[C@@H](C)CN(C)[C@H](C)[C@@H](O)[C@]1(C)O. The result is 0 (does not penetrate BBB). (2) The molecule is CP(C)(=O)CN1C(=O)CN=C(c2ccccc2)c2cc(Cl)ccc21. The result is 1 (penetrates BBB). (3) The compound is Cc1ncc([N+](=O)[O-])n1CC(O)CCl. The result is 1 (penetrates BBB). (4) The compound is Cc1ncsc1CCCl. The result is 1 (penetrates BBB). (5) The molecule is CCN(CC)CCOC(=O)c1ccc(N)cc1. The result is 1 (penetrates BBB). (6) The molecule is NCc1ccccc1CC(=O)N[C@@H]1C(=O)N2C(C(=O)O)=C(CSc3nnnn3CC(=O)O)CS[C@H]12. The result is 0 (does not penetrate BBB).